From a dataset of Forward reaction prediction with 1.9M reactions from USPTO patents (1976-2016). Predict the product of the given reaction. (1) Given the reactants [CH2:1]([CH:3]([CH2:31][CH2:32][CH2:33][CH3:34])[CH2:4][N:5]1[C:17]2[C:12](=[CH:13][C:14]([C:22]([C:24]3[CH:29]=[CH:28][C:27]([F:30])=[CH:26][CH:25]=3)=[O:23])=[C:15]3[CH:21]=[CH:20][CH:19]=[CH:18][C:16]3=2)[C:11]2[C:6]1=[CH:7][CH:8]=[CH:9][CH:10]=2)[CH3:2].[Al+3].[Cl-].[Cl-].[Cl-].[CH3:39][C:40]1[CH:48]=[C:47]([CH3:49])[CH:46]=[C:45]([CH3:50])[C:41]=1[C:42](Cl)=[O:43], predict the reaction product. The product is: [CH2:1]([CH:3]([CH2:31][CH2:32][CH2:33][CH3:34])[CH2:4][N:5]1[C:17]2[C:12](=[CH:13][C:14]([C:22](=[O:23])[C:24]3[CH:25]=[CH:26][C:27]([F:30])=[CH:28][CH:29]=3)=[C:15]3[CH:21]=[CH:20][CH:19]=[CH:18][C:16]3=2)[C:11]2[C:6]1=[CH:7][CH:8]=[C:9]([C:42]([C:41]1[C:40]([CH3:39])=[CH:48][C:47]([CH3:49])=[CH:46][C:45]=1[CH3:50])=[O:43])[CH:10]=2)[CH3:2]. (2) Given the reactants [F:1][C:2]1[CH:3]=[N:4][CH:5]=[C:6]([CH:9]=1)[CH:7]=O.[CH3:10][O:11][C:12]1[CH:17]=[CH:16][CH:15]=[C:14]([NH2:18])[CH:13]=1, predict the reaction product. The product is: [F:1][C:2]1[CH:9]=[C:6]([CH:7]=[N:18][C:14]2[CH:15]=[CH:16][CH:17]=[C:12]([O:11][CH3:10])[CH:13]=2)[CH:5]=[N:4][CH:3]=1. (3) The product is: [Br:1][C:2]1[CH:7]=[CH:6][C:5]([S:8]([NH:22][CH:13]([CH3:12])[CH2:14][CH2:15][C:16]2[CH:21]=[CH:20][CH:19]=[CH:18][CH:17]=2)(=[O:10])=[O:9])=[CH:4][CH:3]=1. Given the reactants [Br:1][C:2]1[CH:7]=[CH:6][C:5]([S:8](Cl)(=[O:10])=[O:9])=[CH:4][CH:3]=1.[CH3:12][CH:13]([NH2:22])[CH2:14][CH2:15][C:16]1[CH:21]=[CH:20][CH:19]=[CH:18][CH:17]=1, predict the reaction product.